This data is from Full USPTO retrosynthesis dataset with 1.9M reactions from patents (1976-2016). The task is: Predict the reactants needed to synthesize the given product. (1) Given the product [C:1]([C:3]1[CH:4]=[C:5]([C:13]2[N:14]=[CH:15][C:16]([C:19]3[C:20]([O:33][CH3:34])=[C:21]([CH2:25][CH2:26][CH2:27][C:28]([OH:30])=[O:29])[CH:22]=[CH:23][CH:24]=3)=[CH:17][N:18]=2)[CH:6]=[CH:7][C:8]=1[O:9][CH:10]([CH3:12])[CH3:11])#[N:2], predict the reactants needed to synthesize it. The reactants are: [C:1]([C:3]1[CH:4]=[C:5]([C:13]2[N:18]=[CH:17][C:16]([C:19]3[C:20]([O:33][CH3:34])=[C:21]([CH2:25][CH2:26][CH2:27][C:28]([O:30]CC)=[O:29])[CH:22]=[CH:23][CH:24]=3)=[CH:15][N:14]=2)[CH:6]=[CH:7][C:8]=1[O:9][CH:10]([CH3:12])[CH3:11])#[N:2].[OH-].[Li+].CC(O)=O. (2) The reactants are: C1(S(C2C=CC(CC[C@@H](O)CO)=C(Br)C=2)(=O)=O)C=CC=CC=1.[C:23]1([S:29]([C:32]2[CH:41]=[C:40]3[C:35]([CH2:36][CH2:37][C@H:38]([CH2:42][NH:43][CH3:44])[O:39]3)=[CH:34][CH:33]=2)(=[O:31])=[O:30])[CH:28]=[CH:27][CH:26]=[CH:25][CH:24]=1. Given the product [C:23]1([S:29]([C:32]2[CH:41]=[C:40]3[C:35]([CH2:36][CH2:37][C@@H:38]([CH2:42][NH:43][CH3:44])[O:39]3)=[CH:34][CH:33]=2)(=[O:31])=[O:30])[CH:24]=[CH:25][CH:26]=[CH:27][CH:28]=1, predict the reactants needed to synthesize it.